This data is from Full USPTO retrosynthesis dataset with 1.9M reactions from patents (1976-2016). The task is: Predict the reactants needed to synthesize the given product. (1) Given the product [P:12]([O:13][C:14]1[CH:19]=[CH:18][C:17]([Cl:20])=[CH:16][C:15]=1[Cl:21])([O:22][C:23]1[CH:28]=[CH:27][C:26]([Cl:29])=[CH:25][C:24]=1[Cl:30])([O:11][CH2:7][CH2:8][CH2:9][CH3:10])=[O:31], predict the reactants needed to synthesize it. The reactants are: N1C=CC=CC=1.[CH2:7]([OH:11])[CH2:8][CH2:9][CH3:10].[P:12](Cl)(=[O:31])([O:22][C:23]1[CH:28]=[CH:27][C:26]([Cl:29])=[CH:25][C:24]=1[Cl:30])[O:13][C:14]1[CH:19]=[CH:18][C:17]([Cl:20])=[CH:16][C:15]=1[Cl:21]. (2) Given the product [C:1]([O:4][CH2:5][C:6]1[C:11]([N:12]2[C:24](=[O:25])[C:23]3[N:15]([C:16]4[CH:17]5[CH2:26][CH:20]([C:21]=4[CH:22]=3)[CH2:19][CH2:18]5)[CH2:14][CH2:13]2)=[CH:10][C:9]([F:27])=[CH:8][C:7]=1[C:34]1[CH:33]=[C:32]([NH:45][C:46]2[CH:51]=[CH:50][N:49]=[CH:48][N:47]=2)[C:31](=[O:52])[N:30]([CH3:29])[CH:35]=1)(=[O:3])[CH3:2], predict the reactants needed to synthesize it. The reactants are: [C:1]([O:4][CH2:5][C:6]1[C:11]([N:12]2[C:24](=[O:25])[C:23]3[N:15]([C:16]4[CH:17]5[CH2:26][CH:20]([C:21]=4[CH:22]=3)[CH2:19][CH2:18]5)[CH2:14][CH2:13]2)=[CH:10][C:9]([F:27])=[CH:8][C:7]=1Br)(=[O:3])[CH3:2].[CH3:29][N:30]1[CH:35]=[C:34](B2OC(C)(C)C(C)(C)O2)[CH:33]=[C:32]([NH:45][C:46]2[CH:51]=[CH:50][N:49]=[CH:48][N:47]=2)[C:31]1=[O:52].C([O-])([O-])=O.[Na+].[Na+]. (3) The reactants are: O[C@@H]1CCCC[C@H]1NC(C1C(C(F)(F)F)=N[C:14]([O:21]CC2CC2)=[C:13]([C:26]2[CH:31]=[CH:30][C:29](Cl)=CC=2)[N:12]=1)=O.[OH:33][C@@H:34]1[CH2:39][CH2:38][CH2:37][CH2:36][C@H:35]1[NH:40][C:41]([C:43]1[C:48]([C:49]([F:52])([F:51])[F:50])=[N:47][C:46](Br)=[C:45]([C:54]2[CH:59]=[CH:58][CH:57]=[C:56]([Cl:60])[CH:55]=2)[N:44]=1)=[O:42].C1(CO)CC1.N1C=CC=CC=1CO. Given the product [OH:33][C@@H:34]1[CH2:39][CH2:38][CH2:37][CH2:36][C@H:35]1[NH:40][C:41]([C:43]1[C:48]([C:49]([F:52])([F:51])[F:50])=[N:47][C:46]([O:21][CH2:14][C:13]2[CH:26]=[CH:31][CH:30]=[CH:29][N:12]=2)=[C:45]([C:54]2[CH:59]=[CH:58][CH:57]=[C:56]([Cl:60])[CH:55]=2)[N:44]=1)=[O:42], predict the reactants needed to synthesize it. (4) The reactants are: CS(C)=O.[H-].[Na+].[I-].[CH3:8][S+](C)(C)=O.[CH:13]1([NH:19][C:20]2[CH:29]=[C:28]3[C:23]([C:24](=[O:42])[C:25](/[CH:35]=[CH:36]/[C:37]([O:39][CH2:40][CH3:41])=[O:38])=[CH:26][N:27]3[CH:30]3[CH2:34][CH2:33][CH2:32][CH2:31]3)=[CH:22][C:21]=2[F:43])[CH2:18][CH2:17][CH2:16][CH2:15][CH2:14]1. Given the product [CH:13]1([NH:19][C:20]2[CH:29]=[C:28]3[C:23]([C:24](=[O:42])[C:25]([CH:35]4[CH2:8][CH:36]4[C:37]([O:39][CH2:40][CH3:41])=[O:38])=[CH:26][N:27]3[CH:30]3[CH2:34][CH2:33][CH2:32][CH2:31]3)=[CH:22][C:21]=2[F:43])[CH2:14][CH2:15][CH2:16][CH2:17][CH2:18]1, predict the reactants needed to synthesize it. (5) Given the product [Cl:24][C:25]1[CH:26]=[C:27]([N:32]2[CH2:37][CH2:36][N:35]([CH2:22][CH2:21][CH2:20][C:11]3[CH:10]=[C:9]([C:6]4[CH:7]=[CH:8][C:3]([O:2][CH3:1])=[CH:4][CH:5]=4)[N:13]([C:14]4[CH:15]=[CH:16][CH:17]=[CH:18][CH:19]=4)[N:12]=3)[CH2:34][CH2:33]2)[CH:28]=[CH:29][C:30]=1[Cl:31], predict the reactants needed to synthesize it. The reactants are: [CH3:1][O:2][C:3]1[CH:8]=[CH:7][C:6]([C:9]2[N:13]([C:14]3[CH:19]=[CH:18][CH:17]=[CH:16][CH:15]=3)[N:12]=[C:11]([CH2:20][CH2:21][CH:22]=O)[CH:10]=2)=[CH:5][CH:4]=1.[Cl:24][C:25]1[CH:26]=[C:27]([N:32]2[CH2:37][CH2:36][NH:35][CH2:34][CH2:33]2)[CH:28]=[CH:29][C:30]=1[Cl:31].CCN(C(C)C)C(C)C.[BH-](OC(C)=O)(OC(C)=O)OC(C)=O.[Na+]. (6) The reactants are: [Cl:1][C:2]1[C:3]([I:20])=[CH:4][C:5]2[CH:11]([CH3:12])[CH2:10][N:9](C(=O)C(F)(F)F)[CH2:8][CH2:7][C:6]=2[N:19]=1.C([O-])([O-])=O.[K+].[K+]. Given the product [Cl:1][C:2]1[C:3]([I:20])=[CH:4][C:5]2[CH:11]([CH3:12])[CH2:10][NH:9][CH2:8][CH2:7][C:6]=2[N:19]=1, predict the reactants needed to synthesize it.